Dataset: Forward reaction prediction with 1.9M reactions from USPTO patents (1976-2016). Task: Predict the product of the given reaction. (1) The product is: [CH3:25][O:11][C:10](=[O:12])[CH2:9][CH2:8][C:6]1[N:7]=[C:2]([OH:1])[C:3]2[C:15]3[CH2:16][CH2:17][CH2:18][CH2:19][C:14]=3[S:13][C:4]=2[N:5]=1. Given the reactants [OH:1][C:2]1[C:3]2[C:15]3[CH2:16][CH2:17][CH2:18][CH2:19][C:14]=3[S:13][C:4]=2[N:5]=[C:6]([CH2:8][CH2:9][C:10]([OH:12])=[O:11])[N:7]=1.S(=O)(=O)(O)O.[CH3:25]O, predict the reaction product. (2) Given the reactants [C:1]([O:5][C:6](=[O:34])[C:7]([S:10][C:11]1[S:12][CH:13]=[C:14]([CH2:16][CH2:17][O:18][C:19]2[CH:24]=[CH:23][C:22]([NH:25][C:26](=[O:33])[C:27]3[CH:32]=[CH:31][CH:30]=[CH:29][CH:28]=3)=[CH:21][CH:20]=2)[N:15]=1)([CH3:9])[CH3:8])([CH3:4])([CH3:3])[CH3:2].CI.[CH3:37]C(C)([O-])C.[K+].O, predict the reaction product. The product is: [C:1]([O:5][C:6](=[O:34])[C:7]([S:10][C:11]1[S:12][CH:13]=[C:14]([CH2:16][CH2:17][O:18][C:19]2[CH:20]=[CH:21][C:22]([N:25]([C:26](=[O:33])[C:27]3[CH:28]=[CH:29][CH:30]=[CH:31][CH:32]=3)[CH3:37])=[CH:23][CH:24]=2)[N:15]=1)([CH3:9])[CH3:8])([CH3:2])([CH3:3])[CH3:4]. (3) The product is: [OH:1][CH2:2][CH2:3][CH2:4][CH2:5][CH2:6][C:7]1[CH:12]=[C:11]([CH2:13][CH2:14][CH2:15][CH2:16][CH2:17][OH:18])[CH:10]=[C:9]([CH2:19][CH2:20][CH2:21][CH2:22][CH2:23][OH:24])[CH:8]=1. Given the reactants [OH:1][CH2:2][CH2:3][CH2:4][C:5]#[C:6][C:7]1[CH:12]=[C:11]([C:13]#[C:14][CH2:15][CH2:16][CH2:17][OH:18])[CH:10]=[C:9]([C:19]#[C:20][CH2:21][CH2:22][CH2:23][OH:24])[CH:8]=1, predict the reaction product. (4) Given the reactants C(=O)([O-])[O-].[Na+].[Na+].Cl[CH2:8][CH2:9][CH2:10][C:11]1[CH:12]=[C:13]2[C:18](=[CH:19][CH:20]=1)[NH:17][C:16](=[O:21])[CH:15]([CH3:22])[CH2:14]2.Cl.[N:24]1([C:30]2[C:38]3[C:33](=[CH:34][CH:35]=[CH:36][CH:37]=3)[NH:32][N:31]=2)[CH2:29][CH2:28][NH:27][CH2:26][CH2:25]1, predict the reaction product. The product is: [NH:32]1[C:33]2[C:38](=[CH:37][CH:36]=[CH:35][CH:34]=2)[C:30]([N:24]2[CH2:25][CH2:26][N:27]([CH2:8][CH2:9][CH2:10][C:11]3[CH:12]=[C:13]4[C:18](=[CH:19][CH:20]=3)[NH:17][C:16](=[O:21])[CH:15]([CH3:22])[CH2:14]4)[CH2:28][CH2:29]2)=[N:31]1. (5) Given the reactants Br[C:2]1[CH:11]=[N:10][C:5]2=[N:6][CH:7]=[CH:8][N:9]=[C:4]2[CH:3]=1.B([O-])O[CH3:14].C(=O)([O-])[O-].[Cs+].[Cs+].C1(P(C2C=CC=CC=2)C2C=CC=CC=2)C=CC=CC=1.C(=O)([O-])O.[Na+], predict the reaction product. The product is: [CH3:14][C:2]1[CH:11]=[N:10][C:5]2=[N:6][CH:7]=[CH:8][N:9]=[C:4]2[CH:3]=1.